From a dataset of Reaction yield outcomes from USPTO patents with 853,638 reactions. Predict the reaction yield, written as a fraction of the theoretical maximum amount of product (1.0 means a 100% yield; for example, 0.34 means a 34% yield). (1) The reactants are [C:1]([O:5][C:6]([N:8]1[CH2:13][CH:12]=[C:11]([C:14]2[CH:19]=[CH:18][CH:17]=[C:16]([N:20]3[CH2:25][CH2:24][N:23]4[N:26]=[C:27]([CH2:29][O:30][C:31]5[CH:36]=[CH:35][CH:34]=[CH:33][CH:32]=5)[CH:28]=[C:22]4[C:21]3=[O:37])[N:15]=2)[CH2:10][CH2:9]1)=[O:7])([CH3:4])([CH3:3])[CH3:2].C([O-])=O.[NH4+]. The catalyst is [Pd].CO. The product is [C:1]([O:5][C:6]([N:8]1[CH2:13][CH2:12][CH:11]([C:14]2[CH:19]=[CH:18][CH:17]=[C:16]([N:20]3[CH2:25][CH2:24][N:23]4[N:26]=[C:27]([CH2:29][O:30][C:31]5[CH:36]=[CH:35][CH:34]=[CH:33][CH:32]=5)[CH:28]=[C:22]4[C:21]3=[O:37])[N:15]=2)[CH2:10][CH2:9]1)=[O:7])([CH3:4])([CH3:2])[CH3:3]. The yield is 0.860. (2) The reactants are [N:1]12[CH2:8][CH2:7][CH:4]([CH2:5][CH2:6]1)[C@H:3]([NH:9][C:10]([C:12]1[CH:13]=[CH:14][CH:15]=[C:16]3[O:20][C:19]([CH:21]4[CH2:24][CH2:23][CH2:22]4)=[N:18][C:17]=13)=[O:11])[CH2:2]2.[ClH:25]. The catalyst is CO.C(OCC)C. The product is [ClH:25].[N:1]12[CH2:8][CH2:7][CH:4]([CH2:5][CH2:6]1)[C@H:3]([NH:9][C:10]([C:12]1[CH:13]=[CH:14][CH:15]=[C:16]3[O:20][C:19]([CH:21]4[CH2:22][CH2:23][CH2:24]4)=[N:18][C:17]=13)=[O:11])[CH2:2]2. The yield is 0.600. (3) The reactants are [Cl:1][C:2]1[CH:7]=[C:6]([Cl:8])[CH:5]=[CH:4][C:3]=1[C:9]1[N:10]=[C:11](/[CH:16]=[CH:17]/[C:18]2[CH:23]=[CH:22][C:21]([C:24]3[CH:29]=[CH:28][C:27]([OH:30])=[CH:26][CH:25]=3)=[CH:20][CH:19]=2)[N:12]([CH2:14][CH3:15])[CH:13]=1.Br[CH2:32][CH2:33][CH2:34][C:35]#[N:36].[NH:37]1C=N[N:39]=[N:38]1. No catalyst specified. The product is [Cl:1][C:2]1[CH:7]=[C:6]([Cl:8])[CH:5]=[CH:4][C:3]=1[C:9]1[N:10]=[C:11](/[CH:16]=[CH:17]/[C:18]2[CH:23]=[CH:22][C:21]([C:24]3[CH:25]=[CH:26][C:27]([O:30][CH2:32][CH2:33][CH2:34][C:35]4[NH:36][N:39]=[N:38][N:37]=4)=[CH:28][CH:29]=3)=[CH:20][CH:19]=2)[N:12]([CH2:14][CH3:15])[CH:13]=1. The yield is 0.410. (4) The reactants are [Mg].II.Br[CH:5]1[CH2:10][CH2:9][CH2:8][CH2:7][CH2:6]1.CON(C)[C:14]([C:16]1[CH:25]=[CH:24][C:19]([C:20]([O:22][CH3:23])=[O:21])=[CH:18][CH:17]=1)=[O:15]. The catalyst is O1CCCC1. The product is [CH:5]1([C:14]([C:16]2[CH:25]=[CH:24][C:19]([C:20]([O:22][CH3:23])=[O:21])=[CH:18][CH:17]=2)=[O:15])[CH2:10][CH2:9][CH2:8][CH2:7][CH2:6]1. The yield is 0.320. (5) The reactants are [OH:1][C@@:2]1([C:9]#[C:10][C:11]2[CH:12]=[C:13]([N:17]3[C:25]4[C:20](=[CH:21][C:22]([C:26](=[O:29])[NH:27][CH3:28])=[CH:23][CH:24]=4)[C:19]([C:30]([O:32]C)=O)=[N:18]3)[CH:14]=[CH:15][CH:16]=2)[CH2:6][CH2:5][N:4]([CH3:7])[C:3]1=[O:8].[NH3:34]. No catalyst specified. The product is [OH:1][C@@:2]1([C:9]#[C:10][C:11]2[CH:12]=[C:13]([N:17]3[C:25]4[C:20](=[CH:21][C:22]([C:26]([NH:27][CH3:28])=[O:29])=[CH:23][CH:24]=4)[C:19]([C:30]([NH2:34])=[O:32])=[N:18]3)[CH:14]=[CH:15][CH:16]=2)[CH2:6][CH2:5][N:4]([CH3:7])[C:3]1=[O:8]. The yield is 0.250. (6) The reactants are [CH3:1][O:2][C:3](=O)[C:4]1C=CC(CN2CCCCC2)=CC=1.[H-].[Al+3].[Li+].[H-].[H-].[H-].[Cl-].[NH4+].[C:26](O)(=O)/C=[CH:28]\[C:29]([OH:31])=O. The catalyst is O1CCCC1.O. The product is [CH2:3]([O:2][CH2:1][CH3:26])[CH3:4].[CH3:1][CH:29]([OH:31])[CH3:28]. The yield is 0.910. (7) The reactants are FC(F)(F)C(O)=O.[F:8][C:9]([F:31])([F:30])[C:10]1[CH:11]=[C:12]([C:16]2[S:17][CH:18]=[C:19]([CH:21]3[CH2:24][C:23]4([CH2:29][CH2:28][NH:27][CH2:26][CH2:25]4)[CH2:22]3)[N:20]=2)[CH:13]=[CH:14][CH:15]=1.CCN(C(C)C)C(C)C.C1([O:47][C:48](=O)[NH:49][C:50]2[O:54][N:53]=[C:52]([CH3:55])[C:51]=2[CH3:56])C=CC=CC=1. The catalyst is C(#N)C. The product is [CH3:55][C:52]1[C:51]([CH3:56])=[C:50]([NH:49][C:48]([N:27]2[CH2:26][CH2:25][C:23]3([CH2:24][CH:21]([C:19]4[N:20]=[C:16]([C:12]5[CH:13]=[CH:14][CH:15]=[C:10]([C:9]([F:30])([F:8])[F:31])[CH:11]=5)[S:17][CH:18]=4)[CH2:22]3)[CH2:29][CH2:28]2)=[O:47])[O:54][N:53]=1. The yield is 0.450. (8) The reactants are [O:1]=[C:2]1[C:10]2([C:14]3=[CH:15][C:16]4[O:20][CH2:19][O:18][C:17]=4[CH:21]=[C:13]3[O:12][CH2:11]2)[C:9]2[C:4](=[CH:5][CH:6]=[CH:7][CH:8]=2)[N:3]1[CH2:22][C:23]1[CH:32]=[CH:31][CH:30]=[CH:29][C:24]=1[C:25]([O:27]C)=[O:26].O.[OH-].[Li+]. The catalyst is C1COCC1.O. The product is [O:1]=[C:2]1[C:10]2([C:14]3=[CH:15][C:16]4[O:20][CH2:19][O:18][C:17]=4[CH:21]=[C:13]3[O:12][CH2:11]2)[C:9]2[C:4](=[CH:5][CH:6]=[CH:7][CH:8]=2)[N:3]1[CH2:22][C:23]1[CH:32]=[CH:31][CH:30]=[CH:29][C:24]=1[C:25]([OH:27])=[O:26]. The yield is 1.00. (9) The reactants are [CH3:1][C:2]1[N:7]([C:8]2[CH:13]=[CH:12][CH:11]=[C:10]([C:14]([F:17])([F:16])[F:15])[CH:9]=2)[C:6](=[O:18])[C:5]([C:19]([OH:21])=[O:20])=[CH:4][CH:3]=1.[I-:22].[Na+].[N+]([O-])(O)=O. The catalyst is C(O)(=O)C. The product is [I:22][C:3]1[CH:4]=[C:5]([C:19]([OH:21])=[O:20])[C:6](=[O:18])[N:7]([C:8]2[CH:13]=[CH:12][CH:11]=[C:10]([C:14]([F:16])([F:17])[F:15])[CH:9]=2)[C:2]=1[CH3:1]. The yield is 0.680. (10) The reactants are [C:1]([NH:5][C:6]1[CH:11]=[CH:10][C:9]([N+:12]([O-:14])=[O:13])=[CH:8][C:7]=1[C:15]#[C:16][Si](C)(C)C)([CH3:4])([CH3:3])[CH3:2].CCOC(C)=O. The catalyst is CN(C=O)C.[Cu]I. The product is [C:1]([N:5]1[C:6]2[C:7](=[CH:8][C:9]([N+:12]([O-:14])=[O:13])=[CH:10][CH:11]=2)[CH:15]=[CH:16]1)([CH3:4])([CH3:3])[CH3:2]. The yield is 0.930.